Dataset: Peptide-MHC class II binding affinity with 134,281 pairs from IEDB. Task: Regression. Given a peptide amino acid sequence and an MHC pseudo amino acid sequence, predict their binding affinity value. This is MHC class II binding data. The peptide sequence is AFKVAATFANAAPAN. The MHC is DRB1_0401 with pseudo-sequence DRB1_0401. The binding affinity (normalized) is 0.268.